This data is from Experimentally validated miRNA-target interactions with 360,000+ pairs, plus equal number of negative samples. The task is: Binary Classification. Given a miRNA mature sequence and a target amino acid sequence, predict their likelihood of interaction. (1) The protein sequence of the target gene is MPHSYPALSAEQKKELSDIALRIVAPGKGILAADESVGSMAKRLSQIGVENTEENRRLYRQVLFSADDRVKKCIGGVIFFHETLYQKDDNGVPFVRTIQDKGIVVGIKVDKGVVPLAGTDGETTTQGLDGLSERCAQYKKDGADFAKWRCVLKISERTPSALAILENANVLARYASICQQNGIVPIVEPEILPDGDHDLKRCQYVTEKVLAAVYKALSDHHVYLEGTLLKPNMVTPGHACPIKYTPEEIAMATVTALRRTVPPAVPGVTFLSGGQSEEEASFNLNAINRCPLPRPWALTF.... Result: 1 (interaction). The miRNA is hsa-miR-2116-3p with sequence CCUCCCAUGCCAAGAACUCCC. (2) The miRNA is hsa-miR-33a-3p with sequence CAAUGUUUCCACAGUGCAUCAC. The protein sequence of the target gene is MGEHPSPGPAVAACAEAERIEELEPEAEERLPAAPEDHWKVLFDQFDPGNTGYISTGKFRSLLESHSSKLDPHKREVLLALADSHADGQIGYQDFVSLMSNKRSNSFRQAILQGNRRLSSKALLEEKGLSLSQRLIRHVAYETLPREIDRKWYYDSYTCCPPPWFMITVTLLEVAFFLYNGVSLGQFVLQVTHPRYLKNSLVYHPQLRAQVWRYLTYIFMHAGIEHLGLNVVLQLLVGVPLEMVHGATRIGLVYVAGVVAGSLAVSVADMTAPVVGSSGGVYALVSAHLANIVMNWSGMK.... Result: 1 (interaction). (3) The miRNA is mmu-miR-136-5p with sequence ACUCCAUUUGUUUUGAUGAUGG. The protein sequence of the target gene is MFGAAGRQPIGAPAAGNSWHFSRTMEELVHDLVSALEESSEQARGGFAETGDHSRSISCPLKRQARKRRGRKRRSYNVHHPWETGHCLSEGSDSSLEEPSKDYRENHNNNKKDHSDSDDQMLVAKRRPSSNLNNNVRGKRPLWHESDFAVDNVGNRTLRRRRKVKRMAVDLPQDISNKRTMTQPPEGCRDQDMDSDRAYQYQEFTKNKVKKRKLKIIRQGPKIQDEGVVLESEETNQTNKDKMECEEQKVSDELMSESDSSSLSSTDAGLFTNDEGRQGDDEQSDWFYEKESGGACGITG.... Result: 0 (no interaction).